From a dataset of Catalyst prediction with 721,799 reactions and 888 catalyst types from USPTO. Predict which catalyst facilitates the given reaction. (1) Reactant: Br[C:2]1[CH:8]=[CH:7][CH:6]=[C:5]([N+:9]([O-:11])=[O:10])[C:3]=1[NH2:4].[F:12][C:13]1[CH:14]=[C:15]([CH:22]=[C:23](B2OC(C)(C)C(C)(C)O2)[CH:24]=1)[CH2:16][NH:17][S:18]([CH3:21])(=[O:20])=[O:19].C([O-])([O-])=O.[Na+].[Na+].CCOC(C)=O. Product: [NH2:4][C:3]1[C:5]([N+:9]([O-:11])=[O:10])=[CH:6][CH:7]=[CH:8][C:2]=1[C:23]1[CH:24]=[C:13]([F:12])[CH:14]=[C:15]([CH2:16][NH:17][S:18]([CH3:21])(=[O:19])=[O:20])[CH:22]=1. The catalyst class is: 117. (2) Reactant: [F:1][C:2]([F:18])([F:17])[C:3](OC1C(F)=C(F)C(F)=C(F)C=1F)=[O:4].[NH2:19][C:20]1[CH:24]=[C:23]([CH2:25][C:26]([OH:28])=O)[NH:22][N:21]=1.N1C=CC=CC=1.[F:35][C:36]1[CH:37]=[C:38]([CH:40]=[CH:41][CH:42]=1)[NH2:39].Cl. Product: [F:1][C:2]([F:18])([F:17])[C:3]([NH:19][C:20]1[CH:24]=[C:23]([CH2:25][C:26]([NH:39][C:38]2[CH:40]=[CH:41][CH:42]=[C:36]([F:35])[CH:37]=2)=[O:28])[NH:22][N:21]=1)=[O:4]. The catalyst class is: 483.